Dataset: Full USPTO retrosynthesis dataset with 1.9M reactions from patents (1976-2016). Task: Predict the reactants needed to synthesize the given product. (1) The reactants are: [CH:1]1[C:13]2[CH:12]([CH2:14][O:15][C:16]([NH:18][C@H:19]([C:25]([OH:27])=[O:26])[CH2:20][CH2:21][CH2:22][CH2:23][NH2:24])=[O:17])[C:11]3[C:6](=[CH:7][CH:8]=[CH:9][CH:10]=3)[C:5]=2[CH:4]=[CH:3][CH:2]=1.[CH3:28][C:29]1[CH:34]=[C:33]([CH3:35])[CH:32]=[C:31]([CH3:36])[C:30]=1[S:37](Cl)(=[O:39])=[O:38]. Given the product [CH3:28][C:29]1[CH:34]=[C:33]([CH3:35])[CH:32]=[C:31]([CH3:36])[C:30]=1[S:37]([NH:24][CH2:23][CH2:22][CH2:21][CH2:20][C@@H:19]([C:25]([OH:27])=[O:26])[NH:18][C:16]([O:15][CH2:14][CH:12]1[C:11]2[CH:10]=[CH:9][CH:8]=[CH:7][C:6]=2[C:5]2[C:13]1=[CH:1][CH:2]=[CH:3][CH:4]=2)=[O:17])(=[O:38])=[O:39], predict the reactants needed to synthesize it. (2) Given the product [Cl:1][C:2]1[CH:3]=[C:4]2[C:8](=[CH:9][CH:10]=1)[CH:7]([NH2:12])[CH2:6][CH2:5]2, predict the reactants needed to synthesize it. The reactants are: [Cl:1][C:2]1[CH:3]=[C:4]2[C:8](=[C:9](Cl)[CH:10]=1)[CH:7]([NH2:12])[CH2:6][CH2:5]2.ClC1C=C2C(=CC=1)C(=O)CC2. (3) Given the product [Cl:16][C:17]1[CH:25]=[N:24][CH:23]=[CH:22][C:18]=1[C:19]([NH:1][C:2]1[CH:10]=[C:9]2[C:5](=[CH:4][C:3]=1[OH:15])[C:6]([F:14])([F:13])[O:7][C:8]2([F:11])[F:12])=[O:20], predict the reactants needed to synthesize it. The reactants are: [NH2:1][C:2]1[CH:10]=[C:9]2[C:5]([C:6]([F:14])([F:13])[O:7][C:8]2([F:12])[F:11])=[CH:4][C:3]=1[OH:15].[Cl:16][C:17]1[CH:25]=[N:24][CH:23]=[CH:22][C:18]=1[C:19](O)=[O:20].CCN=C=NCCCN(C)C.N1C=CC=CC=1.